From a dataset of Catalyst prediction with 721,799 reactions and 888 catalyst types from USPTO. Predict which catalyst facilitates the given reaction. Reactant: [CH3:1][C:2]1[S:3][CH:4]=[C:5]([NH:7][C:8]([C:10]2[C:15]([NH2:16])=[CH:14][CH:13]=[C:12]([CH3:17])[N:11]=2)=[O:9])[N:6]=1.Br[C:19]1[CH:20]=[N:21][CH:22]=[N:23][CH:24]=1. Product: [CH3:1][C:2]1[S:3][CH:4]=[C:5]([NH:7][C:8]([C:10]2[C:15]([NH:16][C:19]3[CH:20]=[N:21][CH:22]=[N:23][CH:24]=3)=[CH:14][CH:13]=[C:12]([CH3:17])[N:11]=2)=[O:9])[N:6]=1. The catalyst class is: 45.